This data is from Full USPTO retrosynthesis dataset with 1.9M reactions from patents (1976-2016). The task is: Predict the reactants needed to synthesize the given product. (1) The reactants are: [CH3:1][N:2]([CH2:13][C:14]1[NH:18][C:17]2[CH:19]=[CH:20][CH:21]=[C:22]([N:23]3[CH2:28][CH2:27][NH:26][CH2:25][CH2:24]3)[C:16]=2[N:15]=1)[CH:3]1[C:12]2[N:11]=[CH:10][CH:9]=[CH:8][C:7]=2[CH2:6][CH2:5][CH2:4]1.[CH3:29][C:30]([CH3:32])=O. Given the product [CH3:1][N:2]([CH2:13][C:14]1[NH:18][C:17]2[CH:19]=[CH:20][CH:21]=[C:22]([N:23]3[CH2:24][CH2:25][N:26]([CH:30]([CH3:32])[CH3:29])[CH2:27][CH2:28]3)[C:16]=2[N:15]=1)[CH:3]1[C:12]2[N:11]=[CH:10][CH:9]=[CH:8][C:7]=2[CH2:6][CH2:5][CH2:4]1, predict the reactants needed to synthesize it. (2) Given the product [NH:24]1[C:16]2[C:15](=[CH:23][CH:22]=[C:18]([C:19]([O:21][CH3:28])=[O:20])[CH:17]=2)[CH:14]=[CH:13]1, predict the reactants needed to synthesize it. The reactants are: S(S([O-])(=O)=O)([O-])(=O)=O.[Na+].[Na+].CN(C)[CH:13]=[CH:14][C:15]1[CH:23]=[CH:22][C:18]([C:19]([OH:21])=[O:20])=[CH:17][C:16]=1[N+:24]([O-])=O.[CH2:28](O)C.O. (3) The reactants are: [N+:1]([C:4]1[C:5]([C:9]([O:11][CH2:12][CH3:13])=[O:10])=[N:6][NH:7][CH:8]=1)([O-:3])=[O:2].Cl[CH2:15][C:16]([NH:18][C:19]1[CH:24]=[CH:23][CH:22]=[C:21]([F:25])[CH:20]=1)=[O:17].C(=O)([O-])[O-].[K+].[K+]. Given the product [F:25][C:21]1[CH:20]=[C:19]([NH:18][C:16](=[O:17])[CH2:15][N:7]2[CH:8]=[C:4]([N+:1]([O-:3])=[O:2])[C:5]([C:9]([O:11][CH2:12][CH3:13])=[O:10])=[N:6]2)[CH:24]=[CH:23][CH:22]=1, predict the reactants needed to synthesize it. (4) Given the product [C:3]([C:6]1[C:39](=[O:40])[C@@:10]2([CH3:41])[C:11]3[C:17]([OH:18])=[CH:16][C:15]([O:19][CH3:20])=[C:14]([C:21]([NH:23][CH2:24][C:25]4[C:34]5[C:29](=[CH:30][CH:31]=[CH:32][CH:33]=5)[CH:28]=[C:27]([C:35]([OH:37])=[O:36])[CH:26]=4)=[O:22])[C:12]=3[O:13][C:9]2=[CH:8][C:7]=1[OH:42])(=[O:5])[CH3:4], predict the reactants needed to synthesize it. The reactants are: [OH-].[Li+].[C:3]([C:6]1[C:39](=[O:40])[C@@:10]2([CH3:41])[C:11]3[C:17]([OH:18])=[CH:16][C:15]([O:19][CH3:20])=[C:14]([C:21]([NH:23][CH2:24][C:25]4[C:34]5[C:29](=[CH:30][CH:31]=[CH:32][CH:33]=5)[CH:28]=[C:27]([C:35]([O:37]C)=[O:36])[CH:26]=4)=[O:22])[C:12]=3[O:13][C:9]2=[CH:8][C:7]=1[OH:42])(=[O:5])[CH3:4]. (5) Given the product [CH3:18][O:17][C:14]1[CH:15]=[CH:16][C:11]([C:9]2[O:10][C:3]3[C:4](=[N:5][CH:6]=[CH:7][C:2]=3[NH:30][C:29]3[C:21]([CH3:20])=[C:22]4[C:26](=[CH:27][CH:28]=3)[NH:25][CH:24]=[CH:23]4)[CH:8]=2)=[CH:12][C:13]=1[CH3:19], predict the reactants needed to synthesize it. The reactants are: Cl[C:2]1[CH:7]=[CH:6][N:5]=[C:4]2[CH:8]=[C:9]([C:11]3[CH:16]=[CH:15][C:14]([O:17][CH3:18])=[C:13]([CH3:19])[CH:12]=3)[O:10][C:3]=12.[CH3:20][C:21]1[C:29]([NH2:30])=[CH:28][CH:27]=[C:26]2[C:22]=1[CH:23]=[CH:24][NH:25]2. (6) Given the product [CH2:1]([C:5]1[N:6]([CH2:15][CH2:16][CH3:17])[C:7](=[CH:24][NH2:25])[C:8]2[CH:13]=[CH:12][S:11][C:9]=2[N:10]=1)[CH2:2][CH2:3][CH3:4], predict the reactants needed to synthesize it. The reactants are: [CH2:1]([C:5]1[N:6]([CH2:15][CH2:16][CH3:17])[C:7](=N)[C:8]2[CH:13]=[CH:12][S:11][C:9]=2[N:10]=1)[CH2:2][CH2:3][CH3:4].C(=O)([O-])[O-].[Na+].[Na+].[CH3:24][N:25](C=O)C.